Dataset: Forward reaction prediction with 1.9M reactions from USPTO patents (1976-2016). Task: Predict the product of the given reaction. (1) Given the reactants [CH3:1][NH:2][C@H:3]1[CH2:8][CH2:7][C@H:6]([CH2:9][CH2:10][CH2:11][CH2:12][CH2:13]OS(C)(=O)=O)[CH2:5][CH2:4]1.FC(F)(F)C(O)=O.Cl[C:27]([O:29][C:30]1[CH:35]=[CH:34][C:33]([F:36])=[C:32]([F:37])[CH:31]=1)=[O:28].[CH2:38]([NH:40][CH2:41][CH2:42][OH:43])[CH3:39], predict the reaction product. The product is: [F:37][C:32]1[CH:31]=[C:30]([O:29][C:27](=[O:28])[N:2]([C@H:3]2[CH2:4][CH2:5][C@H:6]([CH2:9][CH2:10][CH2:11][CH2:12][CH2:13][N:40]([CH2:38][CH3:39])[CH2:41][CH2:42][OH:43])[CH2:7][CH2:8]2)[CH3:1])[CH:35]=[CH:34][C:33]=1[F:36]. (2) Given the reactants [CH3:1][O:2][C:3]1[CH:10]=[CH:9][C:6]([CH2:7]Cl)=[CH:5][CH:4]=1.[N-:11]=[N+:12]=[N-:13].[Na+], predict the reaction product. The product is: [N:11]([CH2:7][C:6]1[CH:9]=[CH:10][C:3]([O:2][CH3:1])=[CH:4][CH:5]=1)=[N+:12]=[N-:13].